Dataset: NCI-60 drug combinations with 297,098 pairs across 59 cell lines. Task: Regression. Given two drug SMILES strings and cell line genomic features, predict the synergy score measuring deviation from expected non-interaction effect. (1) Drug 1: CC12CCC(CC1=CCC3C2CCC4(C3CC=C4C5=CN=CC=C5)C)O. Drug 2: CS(=O)(=O)OCCCCOS(=O)(=O)C. Cell line: SF-268. Synergy scores: CSS=4.05, Synergy_ZIP=-1.28, Synergy_Bliss=-0.242, Synergy_Loewe=-4.88, Synergy_HSA=-3.31. (2) Drug 1: CCC(=C(C1=CC=CC=C1)C2=CC=C(C=C2)OCCN(C)C)C3=CC=CC=C3.C(C(=O)O)C(CC(=O)O)(C(=O)O)O. Drug 2: CC(C)CN1C=NC2=C1C3=CC=CC=C3N=C2N. Cell line: OVCAR-8. Synergy scores: CSS=3.71, Synergy_ZIP=-0.394, Synergy_Bliss=1.08, Synergy_Loewe=0.425, Synergy_HSA=0.622. (3) Drug 1: CC1=C(C=C(C=C1)NC(=O)C2=CC=C(C=C2)CN3CCN(CC3)C)NC4=NC=CC(=N4)C5=CN=CC=C5. Drug 2: CC1CCC2CC(C(=CC=CC=CC(CC(C(=O)C(C(C(=CC(C(=O)CC(OC(=O)C3CCCCN3C(=O)C(=O)C1(O2)O)C(C)CC4CCC(C(C4)OC)OCCO)C)C)O)OC)C)C)C)OC. Cell line: DU-145. Synergy scores: CSS=0.225, Synergy_ZIP=1.92, Synergy_Bliss=2.63, Synergy_Loewe=-13.9, Synergy_HSA=-6.65. (4) Drug 1: C1=CC(=CC=C1C#N)C(C2=CC=C(C=C2)C#N)N3C=NC=N3. Drug 2: C1CC(=O)NC(=O)C1N2C(=O)C3=CC=CC=C3C2=O. Cell line: MOLT-4. Synergy scores: CSS=0.166, Synergy_ZIP=4.22, Synergy_Bliss=-2.31, Synergy_Loewe=-2.81, Synergy_HSA=-3.94. (5) Drug 1: C1CCC(C1)C(CC#N)N2C=C(C=N2)C3=C4C=CNC4=NC=N3. Drug 2: CC1CCCC2(C(O2)CC(NC(=O)CC(C(C(=O)C(C1O)C)(C)C)O)C(=CC3=CSC(=N3)C)C)C. Cell line: SK-MEL-28. Synergy scores: CSS=0.614, Synergy_ZIP=3.19, Synergy_Bliss=6.83, Synergy_Loewe=-4.59, Synergy_HSA=1.48.